Dataset: Reaction yield outcomes from USPTO patents with 853,638 reactions. Task: Predict the reaction yield, written as a fraction of the theoretical maximum amount of product (1.0 means a 100% yield; for example, 0.34 means a 34% yield). (1) The reactants are [CH3:1][Si:2]([CH3:52])([CH3:51])[CH2:3][CH2:4][O:5][CH2:6][N:7]([CH2:43][O:44][CH2:45][CH2:46][Si:47]([CH3:50])([CH3:49])[CH3:48])[C:8]1[N:13]2[N:14]=[CH:15][C:16]([C:17]3[CH:18]=[N:19][C:20]([C:23]4[CH:28]=[CH:27][CH:26]=[CH:25][CH:24]=4)=[CH:21][CH:22]=3)=[C:12]2[N:11]=[C:10]([CH:29]2[CH2:34][CH2:33][N:32]([C:35]([O:37][C:38]([CH3:41])([CH3:40])[CH3:39])=[O:36])[CH2:31][CH2:30]2)[C:9]=1Br.[Sn]([C:66]#[N:67])(CCCC)(CCCC)CCCC. The catalyst is C1C=CC([P]([Pd]([P](C2C=CC=CC=2)(C2C=CC=CC=2)C2C=CC=CC=2)([P](C2C=CC=CC=2)(C2C=CC=CC=2)C2C=CC=CC=2)[P](C2C=CC=CC=2)(C2C=CC=CC=2)C2C=CC=CC=2)(C2C=CC=CC=2)C2C=CC=CC=2)=CC=1.CC(C)([P](C(C)(C)C)([Pd][P](C(C)(C)C)(C(C)(C)C)C(C)(C)C)C(C)(C)C)C. The product is [CH3:1][Si:2]([CH3:52])([CH3:51])[CH2:3][CH2:4][O:5][CH2:6][N:7]([CH2:43][O:44][CH2:45][CH2:46][Si:47]([CH3:50])([CH3:49])[CH3:48])[C:8]1[N:13]2[N:14]=[CH:15][C:16]([C:17]3[CH:18]=[N:19][C:20]([C:23]4[CH:28]=[CH:27][CH:26]=[CH:25][CH:24]=4)=[CH:21][CH:22]=3)=[C:12]2[N:11]=[C:10]([CH:29]2[CH2:34][CH2:33][N:32]([C:35]([O:37][C:38]([CH3:41])([CH3:40])[CH3:39])=[O:36])[CH2:31][CH2:30]2)[C:9]=1[C:66]#[N:67]. The yield is 0.840. (2) The reactants are [N:1]1[CH:6]=[CH:5][CH:4]=[C:3]([NH:7][C:8](=[O:10])[O-])[N:2]=1.[F:11][C:12]1[CH:17]=[C:16]([F:18])[CH:15]=[CH:14][C:13]=1[C:19]1[N:24]=[C:23]([N:25]2[CH2:30][CH2:29][NH:28][CH2:27][CH2:26]2)[CH:22]=[CH:21][CH:20]=1. No catalyst specified. The product is [F:11][C:12]1[CH:17]=[C:16]([F:18])[CH:15]=[CH:14][C:13]=1[C:19]1[N:24]=[C:23]([N:25]2[CH2:26][CH2:27][N:28]([C:8]([NH:7][C:3]3[N:2]=[N:1][CH:6]=[CH:5][CH:4]=3)=[O:10])[CH2:29][CH2:30]2)[CH:22]=[CH:21][CH:20]=1. The yield is 0.520. (3) The reactants are [Cl:1][C:2]1[CH:7]=[CH:6][C:5]([S:8]([CH:11]2[CH2:16][CH2:15][CH:14]([C:17]([N:19]([CH3:42])[C:20]3[CH:40]=[CH:39][C:23]([CH2:24][N:25]4[CH2:30][CH2:29][N:28](C(OC(C)(C)C)=O)[C@@H:27]([CH3:38])[CH2:26]4)=[C:22]([CH3:41])[CH:21]=3)=[O:18])[CH2:13][CH2:12]2)(=[O:10])=[O:9])=[CH:4][CH:3]=1. The catalyst is ClCCl.FC(F)(F)C(O)=O. The product is [Cl:1][C:2]1[CH:7]=[CH:6][C:5]([S:8]([CH:11]2[CH2:16][CH2:15][CH:14]([C:17]([N:19]([CH3:42])[C:20]3[CH:40]=[CH:39][C:23]([CH2:24][N:25]4[CH2:30][CH2:29][NH:28][C@@H:27]([CH3:38])[CH2:26]4)=[C:22]([CH3:41])[CH:21]=3)=[O:18])[CH2:13][CH2:12]2)(=[O:10])=[O:9])=[CH:4][CH:3]=1. The yield is 1.00. (4) The reactants are [C:1](Cl)([C:14]1[CH:19]=[CH:18][CH:17]=[CH:16][CH:15]=1)([C:8]1[CH:13]=[CH:12][CH:11]=[CH:10][CH:9]=1)[C:2]1[CH:7]=[CH:6][CH:5]=[CH:4][CH:3]=1.CN(C)C=O.[CH3:26][C:27]1[N:28]=[CH:29][NH:30][CH:31]=1.C(N(CC)CC)C. The catalyst is C(Cl)(Cl)Cl. The product is [CH3:26][C:27]1[N:28]=[CH:29][N:30]([C:1]([C:14]2[CH:19]=[CH:18][CH:17]=[CH:16][CH:15]=2)([C:8]2[CH:13]=[CH:12][CH:11]=[CH:10][CH:9]=2)[C:2]2[CH:7]=[CH:6][CH:5]=[CH:4][CH:3]=2)[CH:31]=1. The yield is 0.890. (5) The reactants are CC1(C)C(C)(C)OB([C:9]2[CH:10]=[C:11]([CH:16]=[C:17]([NH:19][C:20]3[N:25]=[C:24]([C:26]([F:29])([F:28])[F:27])[CH:23]=[CH:22][N:21]=3)[CH:18]=2)[C:12]([O:14][CH3:15])=[O:13])O1.C1(P(C2CCCCC2)C2C=CC=CC=2C2C(C(C)C)=CC(C(C)C)=CC=2C(C)C)CCCCC1.C(=O)([O-])[O-].[Cs+].[Cs+].Br[C:72]1[S:76][CH:75]=[N:74][CH:73]=1. The catalyst is C1C=CC(/C=C/C(/C=C/C2C=CC=CC=2)=O)=CC=1.C1C=CC(/C=C/C(/C=C/C2C=CC=CC=2)=O)=CC=1.C1C=CC(/C=C/C(/C=C/C2C=CC=CC=2)=O)=CC=1.[Pd].[Pd].O.O1CCOCC1. The product is [S:76]1[C:72]([C:9]2[CH:10]=[C:11]([CH:16]=[C:17]([NH:19][C:20]3[N:25]=[C:24]([C:26]([F:29])([F:27])[F:28])[CH:23]=[CH:22][N:21]=3)[CH:18]=2)[C:12]([O:14][CH3:15])=[O:13])=[CH:73][N:74]=[CH:75]1. The yield is 0.720. (6) The reactants are [Cl:1][C:2]1[N:11]=[CH:10][C:9]2[N:8]([CH2:12][CH:13]3[CH2:15][CH2:14]3)[C:7](=[O:16])[CH:6]3[CH2:17][O:18][CH2:19][CH2:20][N:5]3[C:4]=2[N:3]=1.IC.[CH3:23]C(C)([O-])C.[Na+]. The catalyst is CS(C)=O.O.ClCCl. The product is [Cl:1][C:2]1[N:11]=[CH:10][C:9]2[N:8]([CH2:12][CH:13]3[CH2:14][CH2:15]3)[C:7](=[O:16])[C:6]3([CH3:23])[CH2:17][O:18][CH2:19][CH2:20][N:5]3[C:4]=2[N:3]=1. The yield is 0.330. (7) The reactants are [BrH:1].[Cl:2][C:3]1[CH:8]=[CH:7][C:6]([CH:9]2[N:13]([C:14]3[CH:19]=[CH:18][C:17]([Cl:20])=[CH:16][C:15]=3[Cl:21])[N:12]=[C:11]([C:22]([NH:24][N:25]3[CH2:30][CH2:29][CH2:28][CH2:27][CH2:26]3)=[O:23])[CH2:10]2)=[CH:5][CH:4]=1. The catalyst is O1CCOCC1. The product is [BrH:1].[Cl:2][C:3]1[CH:8]=[CH:7][C:6]([CH:9]2[N:13]([C:14]3[CH:19]=[CH:18][C:17]([Cl:20])=[CH:16][C:15]=3[Cl:21])[N:12]=[C:11]([C:22]([NH:24][N:25]3[CH2:26][CH2:27][CH2:28][CH2:29][CH2:30]3)=[O:23])[CH2:10]2)=[CH:5][CH:4]=1. The yield is 0.840.